Dataset: Catalyst prediction with 721,799 reactions and 888 catalyst types from USPTO. Task: Predict which catalyst facilitates the given reaction. Reactant: C(OC([O:8][C:9]1[CH:47]=[CH:46][C:45]([N:48]([CH2:53][CH:54]2[CH2:56][CH2:55]2)[S:49]([CH3:52])(=[O:51])=[O:50])=[CH:44][C:10]=1[C:11]([O:13][CH2:14][C:15]([O:17][C@H:18]([C:29]1[CH:34]=[CH:33][C:32]([O:35][CH:36]([F:38])[F:37])=[C:31]([O:39][CH2:40][CH:41]2[CH2:43][CH2:42]2)[CH:30]=1)[CH2:19][C:20]1[C:25]([Cl:26])=[CH:24][N+:23]([O-:27])=[CH:22][C:21]=1[Cl:28])=[O:16])=[O:12])=O)(C)(C)C.O1CCOCC1. Product: [Cl:28][C:21]1[CH:22]=[N+:23]([O-:27])[CH:24]=[C:25]([Cl:26])[C:20]=1[CH2:19][C@@H:18]([C:29]1[CH:34]=[CH:33][C:32]([O:35][CH:36]([F:37])[F:38])=[C:31]([O:39][CH2:40][CH:41]2[CH2:43][CH2:42]2)[CH:30]=1)[O:17][C:15](=[O:16])[CH2:14][O:13][C:11](=[O:12])[C:10]1[CH:44]=[C:45]([N:48]([CH2:53][CH:54]2[CH2:55][CH2:56]2)[S:49]([CH3:52])(=[O:51])=[O:50])[CH:46]=[CH:47][C:9]=1[OH:8]. The catalyst class is: 473.